This data is from Full USPTO retrosynthesis dataset with 1.9M reactions from patents (1976-2016). The task is: Predict the reactants needed to synthesize the given product. (1) Given the product [F:22][C:2]([F:1])([F:23])[C:3]1[CH:4]=[C:5]([C:9]2[C:17]3[C:12](=[CH:13][C:14]([C:18]([OH:20])=[O:19])=[CH:15][CH:16]=3)[NH:11][CH:10]=2)[CH:6]=[CH:7][CH:8]=1, predict the reactants needed to synthesize it. The reactants are: [F:1][C:2]([F:23])([F:22])[C:3]1[CH:4]=[C:5]([C:9]2[C:17]3[C:12](=[CH:13][C:14]([C:18]([O:20]C)=[O:19])=[CH:15][CH:16]=3)[NH:11][CH:10]=2)[CH:6]=[CH:7][CH:8]=1.O[Li].O. (2) Given the product [Br:1][C:2]1[CH:8]=[CH:7][C:5]([N:6]2[CH2:35][CH2:34][N:23]([S:24]([C:27]3[CH:28]=[CH:29][C:30]([CH3:33])=[CH:31][CH:32]=3)(=[O:26])=[O:25])[CH2:22][CH2:21]2)=[C:4]([CH2:9][CH3:10])[CH:3]=1, predict the reactants needed to synthesize it. The reactants are: [Br:1][C:2]1[CH:8]=[CH:7][C:5]([NH2:6])=[C:4]([CH2:9][CH3:10])[CH:3]=1.C(N(C(C)C)CC)(C)C.Cl[CH2:21][CH2:22][N:23]([CH2:34][CH2:35]Cl)[S:24]([C:27]1[CH:32]=[CH:31][C:30]([CH3:33])=[CH:29][CH:28]=1)(=[O:26])=[O:25]. (3) Given the product [O:1]=[C:2]1[N:6]([CH:7]([C:21]2[CH:20]=[CH:15][CH:5]=[CH:4][CH:18]=2)[C:8]([OH:10])=[O:9])[C:5]2[CH:15]=[CH:16][CH:17]=[CH:18][C:4]=2[NH:3]1, predict the reactants needed to synthesize it. The reactants are: [O:1]=[C:2]1[N:6]([CH2:7][C:8]([O:10]C(C)(C)C)=[O:9])[C:5]2[CH:15]=[CH:16][CH:17]=[CH:18][C:4]=2[NH:3]1.F[C:20](F)(F)[C:21](O)=O. (4) Given the product [NH2:6][C:5]1[C:4]([CH:1]([CH3:3])[CH3:2])=[CH:10][C:9]([CH:24]=[O:26])=[CH:8][C:7]=1[CH:11]([CH3:13])[CH3:12], predict the reactants needed to synthesize it. The reactants are: [CH:1]([C:4]1[CH:10]=[CH:9][CH:8]=[C:7]([CH:11]([CH3:13])[CH3:12])[C:5]=1[NH2:6])([CH3:3])[CH3:2].C1N2CN3CN(C2)CN1C3.[C:24](O)(=[O:26])C.